Dataset: Experimentally validated miRNA-target interactions with 360,000+ pairs, plus equal number of negative samples. Task: Binary Classification. Given a miRNA mature sequence and a target amino acid sequence, predict their likelihood of interaction. (1) The miRNA is mmu-miR-5130 with sequence CUGGAGCGCGCGGGCGAGGCAGGC. The protein sequence of the target gene is MEWGPGSDWSRGEAAGVDRGKAGLGLGGRPPPQPPREERAQQLLDAVEQRQRQLLDTIAACEEMLRQLGRRRPEPAGGGNVSAKPGAPPQPAVSARGGFPKDAGDGAAEP. Result: 0 (no interaction). (2) The miRNA is hsa-miR-3127-5p with sequence AUCAGGGCUUGUGGAAUGGGAAG. The protein sequence of the target gene is MASRARRTAKFSSFQPILAQSPRLLLLLLLLSLVSYVSTQAAGPGAALQSLGLSGTSGVPTEEAIVVANRGLRVPFGREVWLDPLRDLVLQVQPGDRCTVTVLDNDALAQRPGHLSPKRFACDYGPGEVRYSHLGARSPSRDRVRLQLRYDAPGGAIVLPLALEVEVVFTQLEIVTRNLPLVVEELLGTSNALDDRSLEFAYQPETEECRVGILSGLSALPRYGELLHYPQVQGGAGDRGTSKTLLMDCKAFQELGVRYRHTAPSRSPNRDWLPMVVELHSRGAPEGSPALKREHFQVLV.... Result: 0 (no interaction).